Task: Predict the reactants needed to synthesize the given product.. Dataset: Full USPTO retrosynthesis dataset with 1.9M reactions from patents (1976-2016) Given the product [CH2:1]([O:8][C:9](=[O:27])[CH2:10][CH2:11][CH2:12][C:13]1[CH:18]=[CH:17][C:16]([NH2:19])=[C:15]([C:22](=[O:26])[N:23]([CH3:24])[CH3:25])[CH:14]=1)[C:2]1[CH:7]=[CH:6][CH:5]=[CH:4][CH:3]=1, predict the reactants needed to synthesize it. The reactants are: [CH2:1]([O:8][C:9](=[O:27])[CH2:10][CH2:11][CH2:12][C:13]1[CH:18]=[CH:17][C:16]([N+:19]([O-])=O)=[C:15]([C:22](=[O:26])[N:23]([CH3:25])[CH3:24])[CH:14]=1)[C:2]1[CH:7]=[CH:6][CH:5]=[CH:4][CH:3]=1.O.[Cl-].[NH4+].